The task is: Regression. Given a peptide amino acid sequence and an MHC pseudo amino acid sequence, predict their binding affinity value. This is MHC class I binding data.. This data is from Peptide-MHC class I binding affinity with 185,985 pairs from IEDB/IMGT. (1) The peptide sequence is CSPEKAKKETV. The MHC is Mamu-A01 with pseudo-sequence Mamu-A01. The binding affinity (normalized) is 0.477. (2) The MHC is HLA-A02:16 with pseudo-sequence HLA-A02:16. The peptide sequence is RKLTNPANK. The binding affinity (normalized) is 0.0847. (3) The peptide sequence is SYNNKEKKW. The MHC is HLA-A26:01 with pseudo-sequence HLA-A26:01. The binding affinity (normalized) is 0.0112. (4) The peptide sequence is YELDLWGKI. The MHC is HLA-B35:01 with pseudo-sequence HLA-B35:01. The binding affinity (normalized) is 0.0847.